From a dataset of Forward reaction prediction with 1.9M reactions from USPTO patents (1976-2016). Predict the product of the given reaction. Given the reactants [F:1][C:2]1[CH:7]=[CH:6][C:5]([S:8]([NH:11][C:12]2[CH:13]=[C:14]3[C:18](=[CH:19][CH:20]=2)[N:17]([CH3:21])[CH:16]=[C:15]3[CH:22]2[CH2:27][CH2:26][NH:25][CH2:24][CH2:23]2)(=[O:10])=[O:9])=[CH:4][CH:3]=1.N1C=CC=CC=1.[C:34](Cl)(=[O:38])[CH:35]([CH3:37])[CH3:36].O, predict the reaction product. The product is: [F:1][C:2]1[CH:7]=[CH:6][C:5]([S:8]([NH:11][C:12]2[CH:13]=[C:14]3[C:18](=[CH:19][CH:20]=2)[N:17]([CH3:21])[CH:16]=[C:15]3[CH:22]2[CH2:27][CH2:26][N:25]([C:34](=[O:38])[CH:35]([CH3:37])[CH3:36])[CH2:24][CH2:23]2)(=[O:9])=[O:10])=[CH:4][CH:3]=1.